This data is from NCI-60 drug combinations with 297,098 pairs across 59 cell lines. The task is: Regression. Given two drug SMILES strings and cell line genomic features, predict the synergy score measuring deviation from expected non-interaction effect. (1) Drug 1: CC1C(C(CC(O1)OC2CC(CC3=C2C(=C4C(=C3O)C(=O)C5=C(C4=O)C(=CC=C5)OC)O)(C(=O)CO)O)N)O.Cl. Drug 2: C1=CC(=CC=C1CC(C(=O)O)N)N(CCCl)CCCl.Cl. Cell line: UO-31. Synergy scores: CSS=8.58, Synergy_ZIP=-5.17, Synergy_Bliss=0.574, Synergy_Loewe=-2.04, Synergy_HSA=-0.971. (2) Cell line: SK-MEL-2. Drug 1: C1=CC(=CC=C1C#N)C(C2=CC=C(C=C2)C#N)N3C=NC=N3. Drug 2: C(CC(=O)O)C(=O)CN.Cl. Synergy scores: CSS=34.7, Synergy_ZIP=-4.94, Synergy_Bliss=-1.49, Synergy_Loewe=1.39, Synergy_HSA=-1.40. (3) Drug 1: CC1OCC2C(O1)C(C(C(O2)OC3C4COC(=O)C4C(C5=CC6=C(C=C35)OCO6)C7=CC(=C(C(=C7)OC)O)OC)O)O. Drug 2: C1C(C(OC1N2C=NC3=C2NC=NCC3O)CO)O. Cell line: CAKI-1. Synergy scores: CSS=44.6, Synergy_ZIP=-3.25, Synergy_Bliss=-2.69, Synergy_Loewe=-12.8, Synergy_HSA=2.12.